From a dataset of Full USPTO retrosynthesis dataset with 1.9M reactions from patents (1976-2016). Predict the reactants needed to synthesize the given product. (1) Given the product [CH3:1][C:2]1[CH:7]=[CH:6][CH:5]=[C:4]([CH3:8])[C:3]=1[CH2:9][C:11]1[CH:16]=[CH:15][C:14]([CH:17]=[O:18])=[CH:13][CH:12]=1, predict the reactants needed to synthesize it. The reactants are: [CH3:1][C:2]1[CH:7]=[CH:6][CH:5]=[C:4]([CH3:8])[C:3]=1[CH:9]([C:11]1[CH:16]=[CH:15][C:14]([CH:17]2OCC[O:18]2)=[CH:13][CH:12]=1)O.Cl[Si](C)(C)C.[I-].[Na+].C(#N)C. (2) Given the product [Cl:1][C:2]1[CH:3]=[C:4]([C@@H:8]2[C@@H:13]([C:14]3[CH:19]=[CH:18][C:17]([Cl:20])=[CH:16][CH:15]=3)[N:12]([C@H:21]([CH:24]3[CH2:29][CH2:28][CH2:27][CH2:26][O:25]3)[CH2:22][CH3:23])[C:11](=[O:30])[C@:10]([CH2:32][C:33]([OH:35])=[O:34])([CH3:31])[CH2:9]2)[CH:5]=[CH:6][CH:7]=1, predict the reactants needed to synthesize it. The reactants are: [Cl:1][C:2]1[CH:3]=[C:4]([C@@H:8]2[C@@H:13]([C:14]3[CH:19]=[CH:18][C:17]([Cl:20])=[CH:16][CH:15]=3)[N:12]([C@H:21]([CH:24]3[CH2:29][CH2:28][CH2:27][CH2:26][O:25]3)[CH2:22][CH3:23])[C:11](=[O:30])[C@:10]([CH2:32][CH:33]=[O:34])([CH3:31])[CH2:9]2)[CH:5]=[CH:6][CH:7]=1.[OH:35]P([O-])(O)=O.[K+].C1COCC1.Cl([O-])=O.[Na+]. (3) The reactants are: [N+:1]([C:4]1[CH:9]=[CH:8][C:7]([O:10][C:11]2[CH:16]=[CH:15][CH:14]=[C:13]([C:17]([F:20])([F:19])[F:18])[CH:12]=2)=[CH:6][CH:5]=1)([O-])=O. Given the product [F:18][C:17]([F:19])([F:20])[C:13]1[CH:12]=[C:11]([CH:16]=[CH:15][CH:14]=1)[O:10][C:7]1[CH:6]=[CH:5][C:4]([NH2:1])=[CH:9][CH:8]=1, predict the reactants needed to synthesize it.